This data is from HIV replication inhibition screening data with 41,000+ compounds from the AIDS Antiviral Screen. The task is: Binary Classification. Given a drug SMILES string, predict its activity (active/inactive) in a high-throughput screening assay against a specified biological target. (1) The molecule is CCOC(=S)SC1OC(COC(C)=O)C(OC(C)=O)C(OC(C)=O)C1OC(C)=O. The result is 0 (inactive). (2) The molecule is C[S+]1Cc2nc3ccccc3n2C1c1c(F)cccc1F.[I-]. The result is 0 (inactive).